From a dataset of Reaction yield outcomes from USPTO patents with 853,638 reactions. Predict the reaction yield, written as a fraction of the theoretical maximum amount of product (1.0 means a 100% yield; for example, 0.34 means a 34% yield). (1) The reactants are [Cl:1][C:2]1[CH:24]=[C:23]([F:25])[C:22]([C:26]2[C:31]([F:32])=[CH:30][CH:29]=[CH:28][N:27]=2)=[CH:21][C:3]=1[C:4]([NH:6][C:7]1[N:11]([C:12]2[CH:17]=[CH:16][CH:15]=[CH:14][CH:13]=2)[N:10]=[C:9]([C:18]([OH:20])=O)[CH:8]=1)=[O:5].CCN(C(C)C)C(C)C.F[P-](F)(F)(F)(F)F.N1C2C(=NC=CC=2)N(OC(N(C)C)=[N+](C)C)N=1.[NH2:66][CH2:67][C@@H:68]([OH:70])[CH3:69]. The catalyst is CN(C=O)C.CCOC(C)=O. The product is [Cl:1][C:2]1[CH:24]=[C:23]([F:25])[C:22]([C:26]2[C:31]([F:32])=[CH:30][CH:29]=[CH:28][N:27]=2)=[CH:21][C:3]=1[C:4]([NH:6][C:7]1[N:11]([C:12]2[CH:17]=[CH:16][CH:15]=[CH:14][CH:13]=2)[N:10]=[C:9]([C:18]([NH:66][CH2:67][C@@H:68]([OH:70])[CH3:69])=[O:20])[CH:8]=1)=[O:5]. The yield is 0.160. (2) The reactants are [Br:1][C:2]1[CH:3]=[CH:4][C:5]2[C:11]3[S:12][C:13]([C:15]([N:17]([C:19]4[CH:27]=[CH:26][C:22]([C:23]([OH:25])=O)=[CH:21][C:20]=4[Cl:28])[CH3:18])=[O:16])=[CH:14][C:10]=3[CH2:9][CH2:8][O:7][C:6]=2[CH:29]=1.C(Cl)Cl.[CH3:33][N:34]1[CH2:39][CH2:38][NH:37][CH2:36][CH2:35]1.C(N(CC)C(C)C)(C)C.F[P-](F)(F)(F)(F)F.N1(OC(N(C)C)=[N+](C)C)C2C=CC=CC=2N=N1. No catalyst specified. The product is [Br:1][C:2]1[CH:3]=[CH:4][C:5]2[C:11]3[S:12][C:13]([C:15]([N:17]([C:19]4[CH:27]=[CH:26][C:22]([C:23]([N:37]5[CH2:38][CH2:39][N:34]([CH3:33])[CH2:35][CH2:36]5)=[O:25])=[CH:21][C:20]=4[Cl:28])[CH3:18])=[O:16])=[CH:14][C:10]=3[CH2:9][CH2:8][O:7][C:6]=2[CH:29]=1. The yield is 0.820. (3) The reactants are [NH2:1][C:2]1[N:3]=[C:4]2[C:13]3[C:7]([CH2:8][CH:9]([C:14]([OH:16])=O)[S:10][C:11]=3[N:12]=1)=[N:6][N:5]2[CH2:17][C:18]1[C:23]([CH3:24])=[C:22]([O:25][CH3:26])[C:21]([CH3:27])=[CH:20][N:19]=1.Cl.[Cl:29][CH2:30][CH2:31][NH2:32].O.ON1C2C=CC=CC=2N=N1.Cl.CN(C)CCCN=C=NCC. The catalyst is CN(C)C=O.C(N(CC)CC)C. The product is [NH2:1][C:2]1[N:3]=[C:4]2[C:13]3[C:7]([CH2:8][CH:9]([C:14]([NH:32][CH2:31][CH2:30][Cl:29])=[O:16])[S:10][C:11]=3[N:12]=1)=[N:6][N:5]2[CH2:17][C:18]1[C:23]([CH3:24])=[C:22]([O:25][CH3:26])[C:21]([CH3:27])=[CH:20][N:19]=1. The yield is 0.220. (4) The reactants are [C:1]([C:3]1[CH:4]=[CH:5][C:6]([O:12][CH3:13])=[C:7]([CH:11]=1)[C:8]([OH:10])=O)#[N:2].C(Cl)(=O)C(Cl)=O.[F:20][C:21]([F:32])([F:31])[O:22][C:23]1[CH:29]=[CH:28][C:26]([NH2:27])=[C:25]([Cl:30])[CH:24]=1.C(N(CC)C(C)C)(C)C. The catalyst is ClCCl.O1CCCC1.CN(C)C=O. The product is [C:1]([C:3]1[CH:4]=[CH:5][C:6]([O:12][CH3:13])=[C:7]([CH:11]=1)[C:8]([NH:27][C:26]1[CH:28]=[CH:29][C:23]([O:22][C:21]([F:20])([F:31])[F:32])=[CH:24][C:25]=1[Cl:30])=[O:10])#[N:2]. The yield is 0.900. (5) The reactants are N[C:2]1[C:11]([CH3:12])=[CH:10][CH:9]=[C:8]2[C:3]=1[CH:4]=[CH:5][NH:6][C:7]2=[O:13].N([O-])=[O:15].[Na+]. The catalyst is S(=O)(=O)(O)O. The product is [OH:15][C:2]1[C:11]([CH3:12])=[CH:10][CH:9]=[C:8]2[C:3]=1[CH:4]=[CH:5][NH:6][C:7]2=[O:13]. The yield is 0.690. (6) The reactants are Cl[C:2]1[N:7]=[C:6]([NH2:8])[C:5]([CH3:9])=[CH:4][N:3]=1.[N:10]1([CH2:15][CH2:16][O:17][C:18]2[CH:23]=[CH:22][C:21]([NH2:24])=[CH:20][CH:19]=2)[CH2:14][CH2:13][CH2:12][CH2:11]1. The catalyst is C(O)(=O)C. The product is [CH3:9][C:5]1[C:6]([NH2:8])=[N:7][C:2]([NH:24][C:21]2[CH:22]=[CH:23][C:18]([O:17][CH2:16][CH2:15][N:10]3[CH2:14][CH2:13][CH2:12][CH2:11]3)=[CH:19][CH:20]=2)=[N:3][CH:4]=1. The yield is 0.730.